This data is from Experimentally validated miRNA-target interactions with 360,000+ pairs, plus equal number of negative samples. The task is: Binary Classification. Given a miRNA mature sequence and a target amino acid sequence, predict their likelihood of interaction. (1) The miRNA is mmu-miR-5118 with sequence AAGGUUAGGCCAGCCUGGU. The protein sequence of the target gene is MASGDTLYIATDGSEMPAEIVELHEIEVETIPVETIETTVVGEEEEEDDDDEDGGGGDHGGGGGGHGHAGHHHHHHHHHHHHPPMIALQPLVTDDPTQVHHHQEVILVQTREEVVGGDDSDGLRAEDGFEDQILIPVPAPAGGDDDYIEQTLVTVAAAGKSGGGASSGGGRVKKGGGKKSGKKSYLGGGAGAAGGGGADPGNKKWEQKQVQIKTLEGEFSVTMWSSDEKKDIDHETVVEEQIIGENSPPDYSEYMTGKKLPPGGIPGIDLSDPKQLAEFARMKPRKIKEDDAPRTIACPH.... Result: 0 (no interaction). (2) The miRNA is mmu-miR-3058-5p with sequence UCAGCCACGGCUUACCUGGAAGA. The protein sequence of the target gene is MVGREKELSIHFVPGSCRLVEEEVNIPNRRVLVTGATGLLGRAVHKEFQQNNWHAVGCGFRRARPKFEQVNLLDSNAVHHIIHDFQPHVIVHCAAERRPDVVENQPDAASQLNVDASGNLAKEAAAVGAFLIYISSDYVFDGTNPPYREEDIPAPLNLYGKTKLDGEKAVLENNLGAAVLRIPILYGEVEKLEESAVTVMFDKVQFSNKSANMDHWQQRFPTHVKDVATVCRQLAEKRMLDPSIKGTFHWSGNEQMTKYEMACAIADAFNLPSSHLRPITDSPVLGAQRPRNAQLDCSKL.... Result: 0 (no interaction). (3) The miRNA is mmu-miR-7018-5p with sequence GUGAGCAGACAGGGAGUGGUGGGG. The protein sequence of the target gene is MARGPGLAPPPLRLPLLLLVLAAVTGHTAAQDNCTCPTNKMTVCSPDGPGGRCQCRALGSGMAVDCSTLTSKCLLLKARMSAPKNARTLVRPSEHALVDNDGLYDPDCDPEGRFKARQCNQTSVCWCVNSVGVRRTDKGDLSLRCDELVRTHHILIDLRHRPTAGAFNHSDLDAELRRLFRERYRLHPKFVAAVHYEQPTIQIELRQNTSQKAAGDVDIGDAAYYFERDIKGESLFQGRGGLDLRVRGEPLQVERTLIYYLDEIPPKFSMKRLTAGLIAVIVVVVVALVAGMAVLVITNR.... Result: 0 (no interaction). (4) The miRNA is hsa-miR-4309 with sequence CUGGAGUCUAGGAUUCCA. The protein sequence of the target gene is MSDIVEKTLTALPGLFLQNQPGGGPAAAKASFSSRLGSLVRGITALTSKHEEEKLIQQELSSLKATVSAPTTTLKMMKECMVRLIYCEMLGYDASFGYIHAIKLAQQGNLLEKRVGYLAVSLFLHESHELLLLLVNTVVKDLQSTNLVEVCMALTVVSQIFPCEMIPAVLPLIEDKLQHSKEIVRRKAVLALYKFHLIAPNQVQHIHIKFRKALCDRDVGVMAASLHIYLRMIKENSSGYKDLTGSFVTILKQVVGGKLPVEFNYHSVPAPWLQIQLLRILGLLGKDDQRTSELMYDVLD.... Result: 0 (no interaction). (5) The miRNA is hsa-miR-6735-5p with sequence CAGGGCAGAGGGCACAGGAAUCUGA. The protein sequence of the target gene is MEEEASSPGLGCSKPHLEKLTLGITRILESSPGVTEVTIIEKPPAERHMISSWEQKNNCVMPEDVKNFYLMTNGFHMTWSVKLDEHIIPLGSMAINSISKLTQLTQSSMYSLPNAPTLADLEDDTHEASDDQPEKPHFDSRSVIFELDSCNGSGKVCLVYKSGKPALAEDTEIWFLDRALYWHFLTDTFTAYYRLLITHLGLPQWQYAFTSYGISPQAKQWFSMYKPITYNTNLLTEETDSFVNKLDPSKVFKSKNKIVIPKKKGPVQPAGGQKGPSGPSGPSTSSTSKSSSGSGNPTRK.... Result: 0 (no interaction). (6) The miRNA is mmu-miR-22-3p with sequence AAGCUGCCAGUUGAAGAACUGU. The protein sequence of the target gene is MSTGPIPPASEEGSFVSAPSFRSKQRKILHLLLERNTSFTIRSDFPESPKDKLHDSANLSILSGGTPKCCLDLSNLSSGEMSASPLTTSADLEDNGSLDSSGPLDRQLTGKDFHQDLMKGIPVQLLCSTPNAMNHGHRKKIAKRSTSAHKENINTSLKALEWEAPRTPRFRKMPGGPLTSPLCELEMKHLGSPITTVPKLSQNVKLEDQERISEDPMECSLGDQDAKGLSLRKMVPLCDMNAIQMEEEESGSELLIGDFSKVCVLPTVPGKHPDLKYISPDTVAALLSGKFQSVIERFYI.... Result: 1 (interaction). (7) The miRNA is hsa-miR-548ad-5p with sequence AAAAGUAAUUGUGGUUUUUG. The protein sequence of the target gene is MGGCIPFLKAARALCPRIMPPLLLLSAFIFLVSVLGGAPGHNPDRRTKMVSIHSLSELERLKLQETAYHELVARHFLSEFKPDRALPIDRPNTLDKWFLILRGQQRAVSHKTFGISLEEVLVNEFTRRKHLELTATMQVEEATGQAAGRRRGNVVRRVFGRIRRFFSRRRNEPTLPREFTRRGRRGAVSVDSLAELEDGALLLQTLQLSKISFPIGQRLLGSKRKMSLNPIAKQIPQVVEACCQFIEKHGLSAVGIFTLEYSVQRVRQLREEFDQGLDVVLDDNQNVHDVAALLKEFFRD.... Result: 0 (no interaction). (8) The miRNA is hsa-miR-4522 with sequence UGACUCUGCCUGUAGGCCGGU. The protein sequence of the target gene is MSTSSHACPVPAVRGHMTHYPAAPYPLLFPPVIRGLSLPPLHGLHGHPPPSGCSTPSPASVGQACQRTTGGSQFAASTKWTPSLNAAIETQSTSSEELVPSPPSPLPPPRVYKPCFVCQDKSSGYHYGVSACEGCKGFFRRSIQKNMIYTCHRDKNCVINKVTRNRCQYCRLQKCFEVGMSKESVRNDRNKKKKEPSKQECTESYEMTAELDDLTEKIRKAHQETFPSLCQLGKYTTNSSADHRVRLDLGLWDKFSELATKCIIKIVEFAKRLPGFTGLTIADQITLLKAACLDILILRI.... Result: 0 (no interaction).